This data is from Reaction yield outcomes from USPTO patents with 853,638 reactions. The task is: Predict the reaction yield, written as a fraction of the theoretical maximum amount of product (1.0 means a 100% yield; for example, 0.34 means a 34% yield). (1) The reactants are [C:1]([O:5][C:6]([NH:8][C@H:9]([C:13]1[CH:18]=[CH:17][C:16](OCC(OC)OCC)=[CH:15][CH:14]=1)[C:10]([OH:12])=[O:11])=[O:7])([CH3:4])([CH3:3])[CH3:2].[OH-].[Na+].O.[C:30](OC(OC(OC(C)(C)C)=O)=O)([CH3:33])(C)[CH3:31]. The catalyst is O1CCOCC1. The product is [C:1]([O:5][C:6]([NH:8][CH:9]([C:13]1[CH:14]=[CH:15][C:16]([CH:33]2[CH2:30][CH2:31]2)=[CH:17][CH:18]=1)[C:10]([OH:12])=[O:11])=[O:7])([CH3:2])([CH3:3])[CH3:4]. The yield is 0.110. (2) The reactants are CC1(C)C2OC3C(C)(C)C(O2)OC1P3C1C=CC=CC=1.[CH:21]([C:24]1[CH:29]=[C:28]([CH:30]([CH3:32])[CH3:31])[CH:27]=[C:26]([CH:33]([CH3:35])[CH3:34])[C:25]=1B(O)O)([CH3:23])[CH3:22].P([O-])([O-])([O-])=O.[K+].[K+].[K+].[Br:47][C:48]1[CH:53]=[C:52]([O:54][CH3:55])[C:51]([O:56][CH3:57])=[CH:50][C:49]=1Br. The catalyst is O.C1C=CC(/C=C/C(/C=C/C2C=CC=CC=2)=O)=CC=1.C1C=CC(/C=C/C(/C=C/C2C=CC=CC=2)=O)=CC=1.C1C=CC(/C=C/C(/C=C/C2C=CC=CC=2)=O)=CC=1.[Pd].[Pd]. The yield is 0.320. The product is [Br:47][C:48]1[CH:53]=[C:52]([O:54][CH3:55])[C:51]([O:56][CH3:57])=[CH:50][C:49]=1[C:25]1[C:24]([CH:21]([CH3:23])[CH3:22])=[CH:29][C:28]([CH:30]([CH3:32])[CH3:31])=[CH:27][C:26]=1[CH:33]([CH3:35])[CH3:34]. (3) The reactants are [OH:1][C@@H:2]1[CH2:6][CH2:5][N:4]([C:7]2[CH:12]=[CH:11][C:10]([S:13]([NH:16][C:17]3[S:18][CH:19]=[CH:20][N:21]=3)(=[O:15])=[O:14])=[CH:9][CH:8]=2)[C:3]1=[O:22].[CH:23](N(CC)C(C)C)([CH3:25])[CH3:24].C(Br)C=C. The catalyst is C(Cl)Cl. The product is [CH2:25]([N:16]([C:17]1[S:18][CH:19]=[CH:20][N:21]=1)[S:13]([C:10]1[CH:11]=[CH:12][C:7]([N:4]2[CH2:5][CH2:6][C@@H:2]([OH:1])[C:3]2=[O:22])=[CH:8][CH:9]=1)(=[O:14])=[O:15])[CH:23]=[CH2:24]. The yield is 0.960.